This data is from Acute oral toxicity (LD50) regression data from Zhu et al.. The task is: Regression/Classification. Given a drug SMILES string, predict its toxicity properties. Task type varies by dataset: regression for continuous values (e.g., LD50, hERG inhibition percentage) or binary classification for toxic/non-toxic outcomes (e.g., AMES mutagenicity, cardiotoxicity, hepatotoxicity). Dataset: ld50_zhu. (1) The compound is C=C(C)c1cccc(C(C)(C)N=C=O)c1. The rat oral LD50 is 1.81, given as -log10 of the dose in mol/kg body weight (higher means more acutely toxic). (2) The molecule is C=C1CC(=CC)C(=O)OC2CCN3CC=C(COC(=O)C1(C)O)C23. The rat oral LD50 is 3.64, given as -log10 of the dose in mol/kg body weight (higher means more acutely toxic). (3) The drug is O=CC(Cl)(Cl)CCl. The rat oral LD50 is 2.83, given as -log10 of the dose in mol/kg body weight (higher means more acutely toxic).